Task: Predict the reactants needed to synthesize the given product.. Dataset: Full USPTO retrosynthesis dataset with 1.9M reactions from patents (1976-2016) Given the product [CH2:34]([C:24]1[CH:25]=[C:26]([C:27]2[O:13][C:11]([C:8]3[CH:7]=[C:6]([CH3:14])[C:5]([CH2:1][CH:2]([CH3:3])[CH3:4])=[CH:10][N:9]=3)=[N:30][N:29]=2)[CH:31]=[C:32]([CH3:33])[C:23]=1[OH:22])[CH3:35], predict the reactants needed to synthesize it. The reactants are: [CH2:1]([C:5]1[C:6]([CH3:14])=[CH:7][C:8]([C:11]([OH:13])=O)=[N:9][CH:10]=1)[CH:2]([CH3:4])[CH3:3].C([O:22][C:23]1[C:32]([CH3:33])=[CH:31][C:26]([C:27]([NH:29][NH2:30])=O)=[CH:25][C:24]=1[CH2:34][CH3:35])C1C=CC=CC=1.